From a dataset of Full USPTO retrosynthesis dataset with 1.9M reactions from patents (1976-2016). Predict the reactants needed to synthesize the given product. (1) Given the product [Cl:1][C:2]1[CH:7]=[CH:6][C:5]([CH:8]2[CH:12]([C:13]3[CH:18]=[CH:17][C:16]([Cl:19])=[CH:15][CH:14]=3)[NH:11][C:10]([C:20]3[CH:25]=[CH:24][C:23]([C:35]([O:37][CH2:38][CH3:39])=[CH2:36])=[CH:22][C:21]=3[O:27][CH2:28][CH3:29])=[N:9]2)=[CH:4][CH:3]=1, predict the reactants needed to synthesize it. The reactants are: [Cl:1][C:2]1[CH:7]=[CH:6][C:5]([CH:8]2[CH:12]([C:13]3[CH:18]=[CH:17][C:16]([Cl:19])=[CH:15][CH:14]=3)[NH:11][C:10]([C:20]3[CH:25]=[CH:24][C:23](I)=[CH:22][C:21]=3[O:27][CH2:28][CH3:29])=[N:9]2)=[CH:4][CH:3]=1.C([Sn](CCCC)(CCCC)[C:35]([O:37][CH2:38][CH3:39])=[CH2:36])CCC. (2) Given the product [CH3:1][C:2]1[N:3]=[CH:4][C:5]2[N:6]([C:10]([C:11]([F:14])([F:13])[F:12])=[N:9][N:8]=2)[CH:7]=1, predict the reactants needed to synthesize it. The reactants are: [CH3:1][C:2]1[N:3]=[CH:4][C:5]([NH:8][NH:9][C:10](=O)[C:11]([F:14])([F:13])[F:12])=[N:6][CH:7]=1.[OH-].[NH4+]. (3) Given the product [CH2:1]([O:25][C:23]1[CH:22]=[CH:21][C:17]([C:18]([O:20][CH2:1][C:2]2[CH:7]=[CH:6][CH:5]=[CH:4][CH:3]=2)=[O:19])=[C:16]([OH:15])[CH:24]=1)[C:2]1[CH:7]=[CH:6][CH:5]=[CH:4][CH:3]=1, predict the reactants needed to synthesize it. The reactants are: [CH2:1](Br)[C:2]1[CH:7]=[CH:6][CH:5]=[CH:4][CH:3]=1.C(=O)([O-])[O-].[K+].[K+].[OH:15][C:16]1[CH:24]=[C:23]([OH:25])[CH:22]=[CH:21][C:17]=1[C:18]([OH:20])=[O:19]. (4) Given the product [Cl:22][C:10]1[N:9]=[C:8]([C:3]2[CH:4]=[CH:5][CH:6]=[CH:7][C:2]=2[F:1])[N:13]=[C:12]2[N:14]([CH3:18])[N:15]=[C:16]([CH3:17])[C:11]=12, predict the reactants needed to synthesize it. The reactants are: [F:1][C:2]1[CH:7]=[CH:6][CH:5]=[CH:4][C:3]=1[C:8]1[NH:9][C:10](=O)[C:11]2[C:16]([CH3:17])=[N:15][N:14]([CH3:18])[C:12]=2[N:13]=1.P(Cl)(Cl)([Cl:22])=O. (5) The reactants are: Br[C:2]1[S:6][N:5]=[C:4]([CH3:7])[CH:3]=1.CC#N.C(=O)=O.Cl[C:15]1[CH:16]=[CH:17][C:18]2[N:19]([C:21]([CH:24]([C:26]3[CH:27]=[C:28]4[C:33](=[CH:34][CH:35]=3)[N:32]=[CH:31][CH:30]=[CH:29]4)[CH3:25])=[N:22][N:23]=2)[N:20]=1. Given the product [CH3:7][C:4]1[CH:3]=[C:2]([C:15]2[CH:16]=[CH:17][C:18]3[N:19]([C:21]([CH:24]([C:26]4[CH:27]=[C:28]5[C:33](=[CH:34][CH:35]=4)[N:32]=[CH:31][CH:30]=[CH:29]5)[CH3:25])=[N:22][N:23]=3)[N:20]=2)[S:6][N:5]=1, predict the reactants needed to synthesize it. (6) Given the product [Cl:1][C:2]1[CH:33]=[CH:32][C:31]([CH2:34][NH:35][C:36](=[O:41])[C:37]([F:40])([F:39])[F:38])=[CH:30][C:3]=1[C:4]1[NH:6][C:7](=[O:8])[N:9]([C:18]2[CH:23]=[CH:22][C:21]([C:24]([O:26][CH3:27])=[O:25])=[C:20]([O:28][CH3:29])[CH:19]=2)[N:10]=1, predict the reactants needed to synthesize it. The reactants are: [Cl:1][C:2]1[CH:33]=[CH:32][C:31]([CH2:34][NH:35][C:36](=[O:41])[C:37]([F:40])([F:39])[F:38])=[CH:30][C:3]=1[C:4]([NH:6][C:7]([N:9]([C:18]1[CH:23]=[CH:22][C:21]([C:24]([O:26][CH3:27])=[O:25])=[C:20]([O:28][CH3:29])[CH:19]=1)[NH:10]C(OC(C)(C)C)=O)=[O:8])=O.C(O)(C(F)(F)F)=O. (7) Given the product [F:8][C:7]([F:10])([F:9])[C:6]([NH:5][CH2:4][C:3]1[CH:12]=[CH:13][CH:14]=[CH:15][C:2]=1[CH:16]=[CH2:17])=[O:11], predict the reactants needed to synthesize it. The reactants are: Br[C:2]1[CH:15]=[CH:14][CH:13]=[CH:12][C:3]=1[CH2:4][NH:5][C:6](=[O:11])[C:7]([F:10])([F:9])[F:8].[C:16]1(C)C=CC=C[CH:17]=1.C(C([Sn])=C(CCCC)CCCC)CCC.[F-].[K+]. (8) Given the product [CH:29]1([NH:32][C:33](=[O:53])[C:34]2[CH:39]=[CH:38][C:37]([CH3:40])=[C:36]([N:41]3[C:50](=[O:51])[C:49]4[C:44](=[CH:45][CH:46]=[C:47]([C:9]5[CH2:10][CH2:11][NH:12][CH2:13][CH:14]=5)[CH:48]=4)[N:43]=[CH:42]3)[CH:35]=2)[CH2:31][CH2:30]1, predict the reactants needed to synthesize it. The reactants are: CC1(C)C(C)(C)OB([C:9]2[CH2:10][CH2:11][N:12](C(OC(C)(C)C)=O)[CH2:13][CH:14]=2)O1.C(=O)([O-])[O-].[K+].[K+].[CH:29]1([NH:32][C:33](=[O:53])[C:34]2[CH:39]=[CH:38][C:37]([CH3:40])=[C:36]([N:41]3[C:50](=[O:51])[C:49]4[C:44](=[CH:45][CH:46]=[C:47](I)[CH:48]=4)[N:43]=[CH:42]3)[CH:35]=2)[CH2:31][CH2:30]1.